Task: Predict which catalyst facilitates the given reaction.. Dataset: Catalyst prediction with 721,799 reactions and 888 catalyst types from USPTO (1) Reactant: Br[C:2]1[C:3]([CH3:13])=[C:4]([CH:9]=[C:10]([Cl:12])[CH:11]=1)[C:5]([O:7][CH3:8])=[O:6].C(N(CC)C(C)C)(C)C.CC1(C)C2C(=C(P(C3C=CC=CC=3)C3C=CC=CC=3)C=CC=2)OC2C(P(C3C=CC=CC=3)C3C=CC=CC=3)=CC=CC1=2.[CH2:65]1[CH2:70][CH2:69][CH:68]([SH:71])[CH2:67][CH2:66]1. Product: [Cl:12][C:10]1[CH:11]=[C:2]([S:71][CH:68]2[CH2:69][CH2:70][CH2:65][CH2:66][CH2:67]2)[C:3]([CH3:13])=[C:4]([CH:9]=1)[C:5]([O:7][CH3:8])=[O:6]. The catalyst class is: 231. (2) Product: [Br:1][C:2]1[CH:3]=[CH:4][C:5]([CH2:8][N:11]([CH3:12])[CH3:10])=[N:6][CH:7]=1. The catalyst class is: 76. Reactant: [Br:1][C:2]1[CH:3]=[CH:4][C:5]([CH2:8]Br)=[N:6][CH:7]=1.[CH3:10][NH:11][CH3:12]. (3) The catalyst class is: 8. Product: [C:26]1([NH:32][C:33]2[O:25][C:3]3[CH:4]=[C:5]([CH2:8][C:9]([NH:11][C:12]4[CH:13]=[CH:14][C:15]([CH:18]([CH3:24])[CH2:19][C:20]([OH:22])=[O:21])=[N:16][CH:17]=4)=[O:10])[CH:6]=[CH:7][C:2]=3[N:1]=2)[CH:31]=[CH:30][CH:29]=[CH:28][CH:27]=1. Reactant: [NH2:1][C:2]1[CH:7]=[CH:6][C:5]([CH2:8][C:9]([NH:11][C:12]2[CH:13]=[CH:14][C:15]([CH:18]([CH3:24])[CH2:19][C:20]([O:22]C)=[O:21])=[N:16][CH:17]=2)=[O:10])=[CH:4][C:3]=1[OH:25].[C:26]1([N:32]=[C:33]=S)[CH:31]=[CH:30][CH:29]=[CH:28][CH:27]=1. (4) Reactant: [C:1]([NH:5][C:6]1[CH:7]=[N:8][C:9]2[C:14]([C:15]=1[NH:16][CH2:17][CH2:18][O:19][CH2:20][CH2:21][NH:22][C:23](=[O:29])[O:24][C:25]([CH3:28])([CH3:27])[CH3:26])=[CH:13][CH:12]=[CH:11][CH:10]=2)(=O)[CH2:2][CH3:3].C(N(CC)CC)C. The catalyst class is: 14. Product: [CH2:2]([C:1]1[N:16]([CH2:17][CH2:18][O:19][CH2:20][CH2:21][NH:22][C:23](=[O:29])[O:24][C:25]([CH3:28])([CH3:27])[CH3:26])[C:15]2[C:14]3[CH:13]=[CH:12][CH:11]=[CH:10][C:9]=3[N:8]=[CH:7][C:6]=2[N:5]=1)[CH3:3]. (5) Reactant: [C:1]([C:4]1[CH:14]=[CH:13][C:12]([Br:15])=[CH:11][C:5]=1[O:6][CH2:7]C(O)=O)(=O)[CH3:2].C([O-])(=O)C.[Na+]. Product: [Br:15][C:12]1[CH:13]=[CH:14][C:4]2[C:1]([CH3:2])=[CH:7][O:6][C:5]=2[CH:11]=1. The catalyst class is: 152. (6) Reactant: [Cl:1][C:2]1[N:11]=[CH:10][C:9]2[NH:8][C:7](=[O:12])[CH:6]3[CH2:13][O:14][CH2:15][CH2:16][N:5]3[C:4]=2[N:3]=1.C([O-])([O-])=O.[K+].[K+].Cl[CH2:24][C:25]1[CH:29]=[CH:28][N:27]([CH3:30])[N:26]=1.O. Product: [Cl:1][C:2]1[N:11]=[CH:10][C:9]2[N:8]([CH2:24][C:25]3[CH:29]=[CH:28][N:27]([CH3:30])[N:26]=3)[C:7](=[O:12])[CH:6]3[CH2:13][O:14][CH2:15][CH2:16][N:5]3[C:4]=2[N:3]=1. The catalyst class is: 3. (7) Reactant: [F:1][C:2]1[C:7]([C:8](O)=[O:9])=[C:6]([NH:11][C:12](=[O:17])[C:13]([CH3:16])([CH3:15])[CH3:14])[C:5]([O:18][CH3:19])=[C:4]([F:20])[C:3]=1[C:21]1[CH:26]=[CH:25][CH:24]=[CH:23][CH:22]=1.C(N1C=CN=C1)([N:29]1C=CN=C1)=O.N. Product: [F:1][C:2]1[C:7]([C:8]([NH2:29])=[O:9])=[C:6]([NH:11][C:12](=[O:17])[C:13]([CH3:16])([CH3:15])[CH3:14])[C:5]([O:18][CH3:19])=[C:4]([F:20])[C:3]=1[C:21]1[CH:26]=[CH:25][CH:24]=[CH:23][CH:22]=1. The catalyst class is: 9.